Dataset: Reaction yield outcomes from USPTO patents with 853,638 reactions. Task: Predict the reaction yield, written as a fraction of the theoretical maximum amount of product (1.0 means a 100% yield; for example, 0.34 means a 34% yield). (1) The product is [CH2:27]([N:24]1[C:5]2[N:6]=[C:7]([NH:10][C:11]3[CH:16]=[CH:15][C:14]([N:17]4[CH2:22][CH2:21][N:20]([CH3:23])[CH2:19][CH2:18]4)=[CH:13][CH:12]=3)[N:8]=[CH:9][C:4]=2[CH:3]=[C:2]([C:36]2[CH:37]=[CH:38][C:33]([S:30]([CH3:29])(=[O:32])=[O:31])=[CH:34][CH:35]=2)[C:25]1=[O:26])[CH3:28]. The reactants are Br[C:2]1[C:25](=[O:26])[N:24]([CH2:27][CH3:28])[C:5]2[N:6]=[C:7]([NH:10][C:11]3[CH:16]=[CH:15][C:14]([N:17]4[CH2:22][CH2:21][N:20]([CH3:23])[CH2:19][CH2:18]4)=[CH:13][CH:12]=3)[N:8]=[CH:9][C:4]=2[CH:3]=1.[CH3:29][S:30]([C:33]1[CH:38]=[CH:37][C:36](B(O)O)=[CH:35][CH:34]=1)(=[O:32])=[O:31].[O-]P([O-])([O-])=O.[K+].[K+].[K+].CN(C)C=O. The yield is 0.150. The catalyst is C1C=CC(P(C2C=CC=CC=2)[C-]2C=CC=C2)=CC=1.C1C=CC(P(C2C=CC=CC=2)[C-]2C=CC=C2)=CC=1.Cl[Pd]Cl.[Fe+2].O. (2) The reactants are [C:1]([C:3]1[CH:4]=[C:5]([CH:10]=[CH:11][CH:12]=1)[C:6]([O:8][CH3:9])=[O:7])#[CH:2].C(N(CC)CC)C.Cl[C:21]1[C:26]([C:27]([F:30])([F:29])[F:28])=[CH:25][N:24]=[C:23]([NH:31][C:32]2[CH:37]=[CH:36][C:35]([N:38]3[CH2:43][CH2:42][N:41]([C:44]([O:46][C:47]([CH3:50])([CH3:49])[CH3:48])=[O:45])[CH2:40][CH2:39]3)=[CH:34][CH:33]=2)[N:22]=1.C1(P(C2C=CC=CC=2)C2C=CC=CC=2)C=CC=CC=1. The catalyst is CN(C=O)C. The product is [CH3:9][O:8][C:6]([C:5]1[CH:4]=[C:3]([C:1]#[C:2][C:25]2[C:26]([C:27]([F:29])([F:28])[F:30])=[CH:21][N:22]=[C:23]([NH:31][C:32]3[CH:33]=[CH:34][C:35]([N:38]4[CH2:39][CH2:40][N:41]([C:44]([O:46][C:47]([CH3:50])([CH3:49])[CH3:48])=[O:45])[CH2:42][CH2:43]4)=[CH:36][CH:37]=3)[N:24]=2)[CH:12]=[CH:11][CH:10]=1)=[O:7]. The yield is 0.570. (3) The reactants are [Br:1][C:2]1[C:7]([N+:8]([O-])=O)=[CH:6][CH:5]=[CH:4][C:3]=1[CH3:11].[Cl-].[NH4+]. The catalyst is [Fe]. The product is [Br:1][C:2]1[C:3]([CH3:11])=[CH:4][CH:5]=[CH:6][C:7]=1[NH2:8]. The yield is 1.00. (4) The reactants are C([O:8][CH:9]([C:11]1[NH:16][C:15](=[O:17])[C:14]2=[CH:18][N:19]=[C:20]([C:21]3[CH2:22][CH2:23][O:24][CH2:25][CH:26]=3)[N:13]2[N:12]=1)[CH3:10])C1C=CC=CC=1. The yield is 0.800. The product is [OH:8][CH:9]([C:11]1[NH:16][C:15](=[O:17])[C:14]2=[CH:18][N:19]=[C:20]([CH:21]3[CH2:22][CH2:23][O:24][CH2:25][CH2:26]3)[N:13]2[N:12]=1)[CH3:10]. The catalyst is CO.[OH-].[OH-].[Pd+2]. (5) The reactants are [F:1][C:2]1[CH:3]=[C:4]([NH:9][C:10]([C:12]2[CH:13]=[C:14]([S:19](Cl)(=[O:21])=[O:20])[CH:15]=[CH:16][C:17]=2[F:18])=[O:11])[CH:5]=[CH:6][C:7]=1[F:8].[NH3:23]. The catalyst is C1COCC1.O. The product is [F:1][C:2]1[CH:3]=[C:4]([NH:9][C:10](=[O:11])[C:12]2[CH:13]=[C:14]([S:19](=[O:21])(=[O:20])[NH2:23])[CH:15]=[CH:16][C:17]=2[F:18])[CH:5]=[CH:6][C:7]=1[F:8]. The yield is 0.870. (6) The reactants are [C:1]([O:5][C:6]([NH:8][C@@H:9]([CH2:14][O:15][CH2:16][C@H:17]([CH2:29][C:30]1[CH:35]=[CH:34][CH:33]=[CH:32][CH:31]=1)[C@@H:18]([CH2:22][C:23]1[CH:28]=[CH:27][CH:26]=[CH:25][CH:24]=1)[C@H:19]([OH:21])[CH3:20])[C:10]([O:12][CH3:13])=[O:11])=[O:7])([CH3:4])([CH3:3])[CH3:2].C(Cl)Cl.CS(C)=O. The catalyst is [NH4+].[Cl-]. The product is [C:1]([O:5][C:6]([NH:8][C@@H:9]([CH2:14][O:15][CH2:16][C@H:17]([CH2:29][C:30]1[CH:31]=[CH:32][CH:33]=[CH:34][CH:35]=1)[C@@H:18]([CH2:22][C:23]1[CH:28]=[CH:27][CH:26]=[CH:25][CH:24]=1)[C:19](=[O:21])[CH3:20])[C:10]([O:12][CH3:13])=[O:11])=[O:7])([CH3:2])([CH3:3])[CH3:4]. The yield is 0.600. (7) The reactants are [Br:1][C:2]1[CH:3]=[C:4]2[C:8](=[CH:9][CH:10]=1)[NH:7][C:6](=[O:11])[C:5]2([OH:15])[C:12]#[C:13][CH3:14].[CH3:16]C(C)([O-])C.[K+].C1(C)C=CC(S(OC)(=O)=O)=CC=1.[Cl-].[NH4+]. The catalyst is CN(C=O)C. The product is [Br:1][C:2]1[CH:3]=[C:4]2[C:8](=[CH:9][CH:10]=1)[NH:7][C:6](=[O:11])[C:5]2([O:15][CH3:16])[C:12]#[C:13][CH3:14]. The yield is 0.590. (8) The reactants are Br[C:2]1[CH:10]=[C:9]2[C:5]([CH2:6][CH2:7][C@H:8]2[NH:11][C:12](=[O:18])[O:13][C:14]([CH3:17])([CH3:16])[CH3:15])=[CH:4][CH:3]=1.C1(P(C2C=CC=CC=2)CCCP(C2C=CC=CC=2)C2C=CC=CC=2)C=CC=CC=1. The catalyst is CO.CS(C)=O.C([O-])(=O)C.[Pd+2].C([O-])(=O)C. The product is [C:14]([O:13][C:12]([NH:11][C@H:8]1[C:9]2[C:5](=[CH:4][CH:3]=[C:2]([C:12]([O:13][CH3:14])=[O:18])[CH:10]=2)[CH2:6][CH2:7]1)=[O:18])([CH3:17])([CH3:16])[CH3:15]. The yield is 0.760. (9) The reactants are [NH2:1][C:2]1[CH:7]=[C:6]([Br:8])[CH:5]=[CH:4][N:3]=1.C([O:11][C:12](=O)[CH2:13][C:14](=[O:16])[CH3:15])C. No catalyst specified. The product is [Br:8][C:6]1[CH:5]=[CH:4][N:3]=[C:2]([NH:1][C:12](=[O:11])[CH2:13][C:14](=[O:16])[CH3:15])[CH:7]=1. The yield is 0.0800. (10) The reactants are [F:1][C:2]([F:15])([F:14])[C:3]1[CH:4]=[C:5](Br)[CH:6]=[C:7]([C:9]([F:12])([F:11])[F:10])[CH:8]=1.[Mg].[Br-].[C:18](OC(=O)C)(=[O:20])[CH3:19].[OH-].[Na+]. The catalyst is C1COCC1.CC(OC)(C)C.O. The product is [F:1][C:2]([F:15])([F:14])[C:3]1[CH:4]=[C:5]([C:18](=[O:20])[CH3:19])[CH:6]=[C:7]([C:9]([F:12])([F:11])[F:10])[CH:8]=1. The yield is 0.820.